Dataset: Forward reaction prediction with 1.9M reactions from USPTO patents (1976-2016). Task: Predict the product of the given reaction. (1) Given the reactants [NH2:1][C@:2]1([C:41]([OH:43])=[O:42])[C@@H:6]([CH2:7][CH2:8][CH2:9][B:10]2[O:14]C(C)(C)C(C)(C)[O:11]2)[CH2:5][N:4]([C:19](=[O:40])[C@H:20]([CH2:29][C:30]2[CH:35]=[CH:34][C:33]([C:36]([F:39])([F:38])[F:37])=[CH:32][CH:31]=2)[NH:21]C(OC(C)(C)C)=O)[CH2:3]1.[ClH:44], predict the reaction product. The product is: [ClH:44].[ClH:44].[NH2:1][C@:2]1([C:41]([OH:43])=[O:42])[C@@H:6]([CH2:7][CH2:8][CH2:9][B:10]([OH:14])[OH:11])[CH2:5][N:4]([C:19](=[O:40])[C@H:20]([CH2:29][C:30]2[CH:35]=[CH:34][C:33]([C:36]([F:37])([F:39])[F:38])=[CH:32][CH:31]=2)[NH2:21])[CH2:3]1. (2) Given the reactants [F:1][C:2]([F:17])([F:16])[C:3]([OH:15])([CH3:14])[C:4]([O:6][CH2:7][C:8]1[CH:13]=[CH:12][CH:11]=[CH:10][CH:9]=1)=[O:5].[H-].[Na+].[CH2:20](Br)[C:21]1[CH:26]=[CH:25][CH:24]=[CH:23][CH:22]=1, predict the reaction product. The product is: [CH2:20]([O:15][C:3]([CH3:14])([C:2]([F:16])([F:17])[F:1])[C:4]([O:6][CH2:7][C:8]1[CH:9]=[CH:10][CH:11]=[CH:12][CH:13]=1)=[O:5])[C:21]1[CH:26]=[CH:25][CH:24]=[CH:23][CH:22]=1. (3) Given the reactants [CH3:1][C:2]1[CH:7]=[C:6]([NH:8][CH:9]2[CH2:14][CH2:13][N:12]([C@H:15]3[CH2:20][CH2:19][C@H:18]([O:21][CH3:22])[CH2:17][CH2:16]3)[CH2:11][CH2:10]2)[C:5]([NH2:23])=[CH:4][CH:3]=1.[Cl:24][C:25](Cl)([O:27]C(=O)OC(Cl)(Cl)Cl)Cl.C(N(C(C)C)CC)(C)C, predict the reaction product. The product is: [ClH:24].[CH3:1][C:2]1[CH:3]=[CH:4][C:5]2[NH:23][C:25](=[O:27])[N:8]([CH:9]3[CH2:10][CH2:11][N:12]([C@H:15]4[CH2:20][CH2:19][C@H:18]([O:21][CH3:22])[CH2:17][CH2:16]4)[CH2:13][CH2:14]3)[C:6]=2[CH:7]=1. (4) Given the reactants [O:1]1[CH2:6][CH2:5][CH:4]([O:7][C:8]2[CH:17]=[CH:16][CH:15]=[C:14]3[C:9]=2[C:10](=O)[NH:11][CH:12]=[N:13]3)[CH2:3][CH2:2]1.[NH2:19][C:20]1[CH:21]=[C:22]2[C:26](=[CH:27][CH:28]=1)[N:25]([CH2:29][C:30]1[CH:35]=[CH:34][CH:33]=[C:32]([F:36])[CH:31]=1)[N:24]=[CH:23]2, predict the reaction product. The product is: [F:36][C:32]1[CH:31]=[C:30]([CH:35]=[CH:34][CH:33]=1)[CH2:29][N:25]1[C:26]2[C:22](=[CH:21][C:20]([NH:19][C:10]3[C:9]4[C:14](=[CH:15][CH:16]=[CH:17][C:8]=4[O:7][CH:4]4[CH2:5][CH2:6][O:1][CH2:2][CH2:3]4)[N:13]=[CH:12][N:11]=3)=[CH:28][CH:27]=2)[CH:23]=[N:24]1.